This data is from Forward reaction prediction with 1.9M reactions from USPTO patents (1976-2016). The task is: Predict the product of the given reaction. (1) Given the reactants [Br:1][C:2]1[CH:7]=[CH:6][C:5]([OH:8])=[CH:4][C:3]=1[F:9].[N+:10]([O-])([OH:12])=[O:11].O, predict the reaction product. The product is: [Br:1][C:2]1[C:3]([F:9])=[CH:4][C:5]([OH:8])=[C:6]([N+:10]([O-:12])=[O:11])[CH:7]=1. (2) The product is: [F:11][C:10]([F:13])([F:12])[C:9]1[C:2]2[O:20][CH2:19][CH2:18][NH:17][CH2:4][C:3]=2[CH:6]=[C:7]([NH2:14])[CH:8]=1. Given the reactants F[C:2]1[C:9]([C:10]([F:13])([F:12])[F:11])=[CH:8][C:7]([N+:14]([O-])=O)=[CH:6][C:3]=1[CH:4]=O.[NH2:17][CH2:18][CH2:19][OH:20].C([BH3-])#N.[Na+].C([O-])=O.[NH4+], predict the reaction product. (3) Given the reactants [IH:1].[CH3:2][N:3]1[C:8](=[O:9])[N:7]2[CH:10]=[N:11][C:12]([C:13](SC)=[NH:14])=[C:6]2[N:5]=[N:4]1.Cl.[NH2:18][CH2:19][C:20]([C:22]1[S:23][CH:24]=[CH:25][CH:26]=1)=[O:21], predict the reaction product. The product is: [IH:1].[CH3:2][N:3]1[C:8](=[O:9])[N:7]2[CH:10]=[N:11][C:12]([C:13](=[NH:14])[NH:18][CH2:19][C:20](=[O:21])[C:22]3[S:23][CH:24]=[CH:25][CH:26]=3)=[C:6]2[N:5]=[N:4]1. (4) The product is: [Cl:13][C:14]1[N:19]=[C:18]([N:20]2[CH2:24][CH2:23][CH:22]([CH3:1])[C:21]2=[O:25])[CH:17]=[CH:16][N:15]=1. Given the reactants [CH:1](NC(C)C)(C)C.C([Li])CCC.[Cl:13][C:14]1[N:19]=[C:18]([N:20]2[CH2:24][CH2:23][CH2:22][C:21]2=[O:25])[CH:17]=[CH:16][N:15]=1.IC.[Cl-].[NH4+], predict the reaction product. (5) The product is: [F:26][C:27]([F:36])([F:37])[O:28][C:29]1[CH:30]=[C:31]([CH:32]=[CH:33][CH:34]=1)[O:35][CH:2]([CH2:24][CH3:25])[C:3]([N:5]1[CH2:10][C:9](=[O:11])[N:8]([CH2:12][O:13][CH2:14][CH2:15][Si:16]([CH3:19])([CH3:18])[CH3:17])[C:7]2[CH:20]=[CH:21][CH:22]=[N:23][C:6]1=2)=[O:4]. Given the reactants Cl[CH:2]([CH2:24][CH3:25])[C:3]([N:5]1[CH2:10][C:9](=[O:11])[N:8]([CH2:12][O:13][CH2:14][CH2:15][Si:16]([CH3:19])([CH3:18])[CH3:17])[C:7]2[CH:20]=[CH:21][CH:22]=[N:23][C:6]1=2)=[O:4].[F:26][C:27]([F:37])([F:36])[O:28][C:29]1[CH:30]=[C:31]([OH:35])[CH:32]=[CH:33][CH:34]=1.C(=O)([O-])[O-].[K+].[K+].CN(C)C=O, predict the reaction product. (6) Given the reactants FC(F)(F)C(O)=O.ClCCl.C(OC([NH:18][C:19]1[CH:24]=[CH:23][C:22]([CH2:25][CH2:26][CH2:27][C:28]#[N:29])=[CH:21][CH:20]=1)=O)(C)(C)C, predict the reaction product. The product is: [NH2:18][C:19]1[CH:20]=[CH:21][C:22]([CH2:25][CH2:26][CH2:27][C:28]#[N:29])=[CH:23][CH:24]=1.